From a dataset of Reaction yield outcomes from USPTO patents with 853,638 reactions. Predict the reaction yield, written as a fraction of the theoretical maximum amount of product (1.0 means a 100% yield; for example, 0.34 means a 34% yield). The reactants are [CH:1]1([C:4]2[N:8]([CH3:9])[N:7]=[C:6]([CH:10](OCC)[O:11]CC)[N:5]=2)[CH2:3][CH2:2]1.Cl.[OH-].[Na+]. No catalyst specified. The product is [CH:1]1([C:4]2[N:8]([CH3:9])[N:7]=[C:6]([CH:10]=[O:11])[N:5]=2)[CH2:3][CH2:2]1. The yield is 0.619.